This data is from Catalyst prediction with 721,799 reactions and 888 catalyst types from USPTO. The task is: Predict which catalyst facilitates the given reaction. (1) Reactant: [C:1]([C:3]1[CH:4]=[C:5]([S:9]([N:12]2[CH:17]([CH3:18])[CH2:16][N:15](CC3C=CC=CC=3)[CH2:14][CH:13]2[CH3:26])(=[O:11])=[O:10])[CH:6]=[CH:7][CH:8]=1)#[N:2].ClC(OC(Cl)C)=O. Product: [C:1]([C:3]1[CH:4]=[C:5]([S:9]([N:12]2[C@H:17]([CH3:18])[CH2:16][NH:15][CH2:14][C@@H:13]2[CH3:26])(=[O:10])=[O:11])[CH:6]=[CH:7][CH:8]=1)#[N:2]. The catalyst class is: 26. (2) Reactant: [CH3:1][C:2]1([CH3:19])[C:6]([CH3:8])([CH3:7])[O:5][B:4]([C:9]2[CH:14]=[CH:13][C:12]([C:15]3([NH2:18])[CH2:17][CH2:16]3)=[CH:11][CH:10]=2)[O:3]1.C(N(CC)CC)C.[C:27](O[C:27]([O:29][C:30]([CH3:33])([CH3:32])[CH3:31])=[O:28])([O:29][C:30]([CH3:33])([CH3:32])[CH3:31])=[O:28]. Product: [C:30]([O:29][C:27](=[O:28])[NH:18][C:15]1([C:12]2[CH:13]=[CH:14][C:9]([B:4]3[O:3][C:2]([CH3:19])([CH3:1])[C:6]([CH3:7])([CH3:8])[O:5]3)=[CH:10][CH:11]=2)[CH2:17][CH2:16]1)([CH3:33])([CH3:32])[CH3:31]. The catalyst class is: 1. (3) Reactant: [C:1]1([CH2:7][C:8]#[N:9])[CH:6]=[CH:5][CH:4]=[CH:3][CH:2]=1.[CH2:10]([Mg]Br)[CH3:11].B(F)(F)F.[OH-].[Na+]. Product: [CH2:7]([C:8]1([NH2:9])[CH2:11][CH2:10]1)[C:1]1[CH:6]=[CH:5][CH:4]=[CH:3][CH:2]=1. The catalyst class is: 757.